From a dataset of NCI-60 drug combinations with 297,098 pairs across 59 cell lines. Regression. Given two drug SMILES strings and cell line genomic features, predict the synergy score measuring deviation from expected non-interaction effect. (1) Cell line: OVCAR-8. Drug 2: C1CNP(=O)(OC1)N(CCCl)CCCl. Drug 1: C1=CC=C(C=C1)NC(=O)CCCCCCC(=O)NO. Synergy scores: CSS=20.3, Synergy_ZIP=-2.39, Synergy_Bliss=4.30, Synergy_Loewe=-23.4, Synergy_HSA=0.342. (2) Drug 1: C1=CC(=CC=C1CCC2=CNC3=C2C(=O)NC(=N3)N)C(=O)NC(CCC(=O)O)C(=O)O. Drug 2: CNC(=O)C1=NC=CC(=C1)OC2=CC=C(C=C2)NC(=O)NC3=CC(=C(C=C3)Cl)C(F)(F)F. Cell line: MDA-MB-435. Synergy scores: CSS=18.5, Synergy_ZIP=-8.21, Synergy_Bliss=-6.79, Synergy_Loewe=-13.6, Synergy_HSA=-6.61. (3) Drug 1: C1CCC(CC1)NC(=O)N(CCCl)N=O. Drug 2: CN1C(=O)N2C=NC(=C2N=N1)C(=O)N. Cell line: HL-60(TB). Synergy scores: CSS=25.1, Synergy_ZIP=10.4, Synergy_Bliss=12.5, Synergy_Loewe=-13.9, Synergy_HSA=7.73. (4) Drug 1: C1=CC(=CC=C1C#N)C(C2=CC=C(C=C2)C#N)N3C=NC=N3. Drug 2: C1C(C(OC1N2C=NC3=C2NC=NCC3O)CO)O. Cell line: SW-620. Synergy scores: CSS=2.26, Synergy_ZIP=-0.529, Synergy_Bliss=-0.889, Synergy_Loewe=0.723, Synergy_HSA=-0.0456. (5) Drug 1: C1=CC(=CC=C1CC(C(=O)O)N)N(CCCl)CCCl.Cl. Drug 2: CCC1(CC2CC(C3=C(CCN(C2)C1)C4=CC=CC=C4N3)(C5=C(C=C6C(=C5)C78CCN9C7C(C=CC9)(C(C(C8N6C=O)(C(=O)OC)O)OC(=O)C)CC)OC)C(=O)OC)O.OS(=O)(=O)O. Cell line: K-562. Synergy scores: CSS=62.8, Synergy_ZIP=-1.32, Synergy_Bliss=2.99, Synergy_Loewe=-10.6, Synergy_HSA=0.503. (6) Drug 1: C1CCN(CC1)CCOC2=CC=C(C=C2)C(=O)C3=C(SC4=C3C=CC(=C4)O)C5=CC=C(C=C5)O. Drug 2: CC1=CC2C(CCC3(C2CCC3(C(=O)C)OC(=O)C)C)C4(C1=CC(=O)CC4)C. Cell line: KM12. Synergy scores: CSS=-6.35, Synergy_ZIP=5.31, Synergy_Bliss=1.44, Synergy_Loewe=-2.40, Synergy_HSA=-4.96. (7) Drug 1: C1CC(=O)NC(=O)C1N2CC3=C(C2=O)C=CC=C3N. Drug 2: B(C(CC(C)C)NC(=O)C(CC1=CC=CC=C1)NC(=O)C2=NC=CN=C2)(O)O. Cell line: OVCAR-8. Synergy scores: CSS=-2.49, Synergy_ZIP=-0.748, Synergy_Bliss=-4.29, Synergy_Loewe=-3.06, Synergy_HSA=-4.22. (8) Drug 1: CC1C(C(=O)NC(C(=O)N2CCCC2C(=O)N(CC(=O)N(C(C(=O)O1)C(C)C)C)C)C(C)C)NC(=O)C3=C4C(=C(C=C3)C)OC5=C(C(=O)C(=C(C5=N4)C(=O)NC6C(OC(=O)C(N(C(=O)CN(C(=O)C7CCCN7C(=O)C(NC6=O)C(C)C)C)C)C(C)C)C)N)C. Drug 2: N.N.Cl[Pt+2]Cl. Cell line: SR. Synergy scores: CSS=81.4, Synergy_ZIP=-0.0919, Synergy_Bliss=-0.193, Synergy_Loewe=0.724, Synergy_HSA=3.04. (9) Drug 1: CCN(CC)CCNC(=O)C1=C(NC(=C1C)C=C2C3=C(C=CC(=C3)F)NC2=O)C. Cell line: IGROV1. Synergy scores: CSS=-6.50, Synergy_ZIP=3.71, Synergy_Bliss=-0.231, Synergy_Loewe=-4.32, Synergy_HSA=-6.04. Drug 2: C1CNP(=O)(OC1)N(CCCl)CCCl. (10) Drug 1: CC1=CC=C(C=C1)C2=CC(=NN2C3=CC=C(C=C3)S(=O)(=O)N)C(F)(F)F. Drug 2: C(CC(=O)O)C(=O)CN.Cl. Cell line: HCT116. Synergy scores: CSS=-1.64, Synergy_ZIP=5.77, Synergy_Bliss=10.4, Synergy_Loewe=-0.404, Synergy_HSA=0.977.